Dataset: Forward reaction prediction with 1.9M reactions from USPTO patents (1976-2016). Task: Predict the product of the given reaction. (1) The product is: [Cl:5][C:6]1[CH:11]=[CH:10][C:9]([CH:12]([C:20]2[CH:25]=[CH:24][C:23]([C:26]3[CH:30]=[N:29][NH:28][CH:27]=3)=[C:22]([O:31][CH3:32])[N:21]=2)[CH2:13][C@@H:14]2[NH:18][C:17](=[O:19])[CH2:16][CH2:15]2)=[CH:8][CH:7]=1. Given the reactants C(O)(=O)C.[Cl:5][C:6]1[CH:11]=[CH:10][C:9](/[C:12](/[C:20]2[CH:25]=[CH:24][C:23]([C:26]3[CH:27]=[N:28][NH:29][CH:30]=3)=[C:22]([O:31][CH3:32])[N:21]=2)=[CH:13]\[C@@H:14]2[NH:18][C:17](=[O:19])[CH2:16][CH2:15]2)=[CH:8][CH:7]=1.[H][H], predict the reaction product. (2) Given the reactants [Cl:1][C:2]1[C:7]([N+:8]([O-:10])=[O:9])=[CH:6][CH:5]=[C:4]([Cl:11])[C:3]=1[C:12]1[C:13](=[O:22])[NH:14][C:15]2[C:20]([CH:21]=1)=[CH:19][N:18]=[CH:17][CH:16]=2.I[CH3:24], predict the reaction product. The product is: [Cl:1][C:2]1[C:7]([N+:8]([O-:10])=[O:9])=[CH:6][CH:5]=[C:4]([Cl:11])[C:3]=1[C:12]1[C:13](=[O:22])[N:14]([CH3:24])[C:15]2[C:20]([CH:21]=1)=[CH:19][N:18]=[CH:17][CH:16]=2. (3) Given the reactants [CH2:1]([O:4][C:5]1([CH3:45])[CH2:10][CH2:9][N:8]([C:11]2[C:12]3[N:13]([N:28]=[C:29]([C:31]4[CH:32]=[C:33]([C:37]5[CH:42]=[C:41]([CH3:43])[CH:40]=[CH:39][C:38]=5[OH:44])[CH:34]=[CH:35][CH:36]=4)[CH:30]=3)[CH:14]=[C:15]([CH3:27])[C:16]=2[C@H:17]([O:22][C:23]([CH3:26])([CH3:25])[CH3:24])[C:18]([O:20][CH3:21])=[O:19])[CH2:7][CH2:6]1)[CH:2]=[CH2:3].[CH3:46][C@@H:47](O)[CH2:48][CH:49]=[CH2:50].C1C=CC(P(C2C=CC=CC=2)C2C=CC=CC=2)=CC=1.CCOC(/N=N/C(OCC)=O)=O, predict the reaction product. The product is: [CH2:1]([O:4][C:5]1([CH3:45])[CH2:10][CH2:9][N:8]([C:11]2[C:12]3[N:13]([N:28]=[C:29]([C:31]4[CH:32]=[C:33]([C:37]5[CH:42]=[C:41]([CH3:43])[CH:40]=[CH:39][C:38]=5[O:44][C@H:49]([CH2:48][CH:47]=[CH2:46])[CH3:50])[CH:34]=[CH:35][CH:36]=4)[CH:30]=3)[CH:14]=[C:15]([CH3:27])[C:16]=2[C@H:17]([O:22][C:23]([CH3:25])([CH3:24])[CH3:26])[C:18]([O:20][CH3:21])=[O:19])[CH2:7][CH2:6]1)[CH:2]=[CH2:3]. (4) The product is: [C:38]1([CH3:48])[CH:39]=[CH:40][C:41]([S:44]([OH:47])(=[O:45])=[O:46])=[CH:42][CH:43]=1.[F:1][C:2]1[CH:7]=[CH:6][C:5]([C:8]2[N:9]=[C:10]([CH:14]3[CH2:19][CH2:18][N:17]([C:20]4[N:25]=[CH:24][N:23]=[C:22]5[NH:26][N:27]=[CH:28][C:21]=45)[CH2:16][CH2:15]3)[N:11]([CH3:13])[CH:12]=2)=[CH:4][C:3]=1[C:29]([F:31])([F:30])[F:32]. Given the reactants [F:1][C:2]1[CH:7]=[CH:6][C:5]([C:8]2[N:9]=[C:10]([CH:14]3[CH2:19][CH2:18][N:17]([C:20]4[N:25]=[CH:24][N:23]=[C:22]5[NH:26][N:27]=[CH:28][C:21]=45)[CH2:16][CH2:15]3)[N:11]([CH3:13])[CH:12]=2)=[CH:4][C:3]=1[C:29]([F:32])([F:31])[F:30].CC(C)=O.O.[C:38]1([CH3:48])[CH:43]=[CH:42][C:41]([S:44]([OH:47])(=[O:46])=[O:45])=[CH:40][CH:39]=1, predict the reaction product. (5) Given the reactants CC([O-])(C)C.[K+].CC1C=CC(S([CH2:17][N+:18]#[C-])(=O)=O)=CC=1.[F:20][C:21]1[CH:22]=[C:23]([CH:26]=[CH:27][C:28]=1[O:29][CH3:30])[CH:24]=O.CO, predict the reaction product. The product is: [F:20][C:21]1[CH:22]=[C:23]([CH2:24][C:17]#[N:18])[CH:26]=[CH:27][C:28]=1[O:29][CH3:30].